From a dataset of Acute oral toxicity (LD50) regression data from Zhu et al.. Regression/Classification. Given a drug SMILES string, predict its toxicity properties. Task type varies by dataset: regression for continuous values (e.g., LD50, hERG inhibition percentage) or binary classification for toxic/non-toxic outcomes (e.g., AMES mutagenicity, cardiotoxicity, hepatotoxicity). Dataset: ld50_zhu. (1) The compound is CNCC12CCC(c3ccccc31)c1ccccc12. The rat oral LD50 is 2.62, given as -log10 of the dose in mol/kg body weight (higher means more acutely toxic). (2) The compound is CCCCCCCCCC=O. The rat oral LD50 is 1.62, given as -log10 of the dose in mol/kg body weight (higher means more acutely toxic). (3) The drug is O=P(O)(O)CN(CP(=O)(O)O)CP(=O)(O)O. The rat oral LD50 is 2.15, given as -log10 of the dose in mol/kg body weight (higher means more acutely toxic). (4) The compound is CCCCCCCCCCCCCCCCCC(O)c1ccc(C(=O)O)c(Cl)c1. The rat oral LD50 is 1.93, given as -log10 of the dose in mol/kg body weight (higher means more acutely toxic).